From a dataset of Forward reaction prediction with 1.9M reactions from USPTO patents (1976-2016). Predict the product of the given reaction. (1) Given the reactants C(O[C:4]1[C:5](=[O:16])[C:6](=[O:15])[C:7]=1[NH:8][C:9]1[CH:10]=[N:11][CH:12]=[CH:13][CH:14]=1)C.[Cl:17][C:18]1[CH:32]=[CH:31][C:21]([O:22][CH2:23][CH2:24][CH2:25][CH2:26][CH2:27][CH:28]([NH2:30])[CH3:29])=[CH:20][CH:19]=1.CCO.CC#N, predict the reaction product. The product is: [Cl:17][C:18]1[CH:32]=[CH:31][C:21]([O:22][CH2:23][CH2:24][CH2:25][CH2:26][CH2:27][CH:28]([NH:30][C:4]2[C:5](=[O:16])[C:6](=[O:15])[C:7]=2[NH:8][C:9]2[CH:10]=[N:11][CH:12]=[CH:13][CH:14]=2)[CH3:29])=[CH:20][CH:19]=1. (2) Given the reactants [CH3:1][C:2]1[CH:7]=[C:6]([O:8][C@H:9]2[CH2:13][CH2:12][NH:11][CH2:10]2)[CH:5]=[C:4]([CH3:14])[C:3]=1[C:15]1[CH:20]=[CH:19][CH:18]=[C:17]([CH2:21][O:22][C:23]2[CH:36]=[CH:35][C:26]3[C@H:27]([CH2:30][C:31]([O:33][CH3:34])=[O:32])[CH2:28][O:29][C:25]=3[CH:24]=2)[CH:16]=1.[C:37](OC(=O)C)(=[O:39])[CH3:38].C(N(CC)CC)C, predict the reaction product. The product is: [C:37]([N:11]1[CH2:12][CH2:13][C@H:9]([O:8][C:6]2[CH:7]=[C:2]([CH3:1])[C:3]([C:15]3[CH:20]=[CH:19][CH:18]=[C:17]([CH2:21][O:22][C:23]4[CH:36]=[CH:35][C:26]5[C@H:27]([CH2:30][C:31]([O:33][CH3:34])=[O:32])[CH2:28][O:29][C:25]=5[CH:24]=4)[CH:16]=3)=[C:4]([CH3:14])[CH:5]=2)[CH2:10]1)(=[O:39])[CH3:38].